From a dataset of Full USPTO retrosynthesis dataset with 1.9M reactions from patents (1976-2016). Predict the reactants needed to synthesize the given product. (1) Given the product [F:8][C:7]1[CH:6]=[CH:5][C:4]([O:9][CH2:13][CH2:14][O:15][CH3:16])=[CH:3][C:2]=1[F:1], predict the reactants needed to synthesize it. The reactants are: [F:1][C:2]1[CH:3]=[C:4]([OH:9])[CH:5]=[CH:6][C:7]=1[F:8].[H-].[Na+].Br[CH2:13][CH2:14][O:15][CH3:16].O. (2) Given the product [Br:16][C:13]1[CH:14]=[CH:15][C:10]([C:7]2[O:6][C:5]([CH2:4][NH:1][C:45](=[O:44])[O:47][C:48]([CH3:51])([CH3:50])[CH3:49])=[N:9][N:8]=2)=[CH:11][CH:12]=1, predict the reactants needed to synthesize it. The reactants are: [N:1]([CH2:4][C:5]1[O:6][C:7]([C:10]2[CH:15]=[CH:14][C:13]([Br:16])=[CH:12][CH:11]=2)=[N:8][N:9]=1)=[N+]=[N-].C1C=CC(P(C2C=CC=CC=2)C2C=CC=CC=2)=CC=1.CCN(CC)CC.C(=O)(OC(C)(C)C)[O:44][C:45]([O:47][C:48]([CH3:51])([CH3:50])[CH3:49])=O. (3) Given the product [CH3:16][N:12]([CH3:11])[C:13]1[CH:14]=[CH:8][C:3]([O:2][CH3:1])=[CH:4][CH:15]=1, predict the reactants needed to synthesize it. The reactants are: [CH3:1][O:2][C:3]1[CH:8]=CC(N)=C[CH:4]=1.C[CH2:11][N:12]([CH:16](C)C)[CH:13]([CH3:15])[CH3:14].CSC. (4) The reactants are: [H-].[Na+].[N:3]1[CH:8]=[CH:7][CH:6]=[C:5]([C:9]([C:11]2[C:20](=[O:21])[C:19]3[C:14](=[CH:15][CH:16]=[CH:17][CH:18]=3)[NH:13][CH:12]=2)=[O:10])[CH:4]=1.[F:22][C:23]1[CH:30]=[CH:29][CH:28]=[CH:27][C:24]=1[CH2:25]Br. Given the product [F:22][C:23]1[CH:30]=[CH:29][CH:28]=[CH:27][C:24]=1[CH2:25][N:13]1[C:14]2[C:19](=[CH:18][CH:17]=[CH:16][CH:15]=2)[C:20](=[O:21])[C:11]([C:9]([C:5]2[CH:4]=[N:3][CH:8]=[CH:7][CH:6]=2)=[O:10])=[CH:12]1, predict the reactants needed to synthesize it. (5) Given the product [Cl:23][C:21]1[CH:20]=[CH:19][C:18]([N:24]2[CH:28]=[N:27][N:26]=[N:25]2)=[C:17]([CH:22]=1)[CH2:16][NH:15][C:14]([C@@H:13]1[CH2:12][C@H:11]2[C@H:9]([CH2:10]2)[NH:8]1)=[O:29], predict the reactants needed to synthesize it. The reactants are: C(OC([N:8]1[C@H:13]([C:14](=[O:29])[NH:15][CH2:16][C:17]2[CH:22]=[C:21]([Cl:23])[CH:20]=[CH:19][C:18]=2[N:24]2[CH:28]=[N:27][N:26]=[N:25]2)[CH2:12][C@H:11]2[C@@H:9]1[CH2:10]2)=O)(C)(C)C.Cl. (6) Given the product [F:10][C:11]([F:20])([F:19])[C:12]1[CH:17]=[C:16]([O:22][C:2]2[CH:3]=[C:4]([CH:7]=[CH:8][CH:9]=2)[C:5]#[N:6])[CH:15]=[CH:14][CH:13]=1, predict the reactants needed to synthesize it. The reactants are: F[C:2]1[CH:3]=[C:4]([CH:7]=[CH:8][CH:9]=1)[C:5]#[N:6].[F:10][C:11]([F:20])([F:19])[C:12]1[CH:17]=[CH:16][CH:15]=[CH:14][C:13]=1O.C(=O)([O-])[O-:22].[Cs+].[Cs+].Cl. (7) Given the product [CH2:1]([O:3][C:4](=[O:22])[CH2:5][CH2:6][CH2:7][O:8][C:9]1[CH:10]=[N:11][C:12]([C:15]2[CH:20]=[CH:19][CH:18]=[C:17]([O:21][CH:26]3[CH2:29][CH2:28][CH2:27]3)[CH:16]=2)=[CH:13][CH:14]=1)[CH3:2], predict the reactants needed to synthesize it. The reactants are: [CH2:1]([O:3][C:4](=[O:22])[CH2:5][CH2:6][CH2:7][O:8][C:9]1[CH:10]=[N:11][C:12]([C:15]2[CH:20]=[CH:19][CH:18]=[C:17]([OH:21])[CH:16]=2)=[CH:13][CH:14]=1)[CH3:2].[H-].[Na+].Br[CH:26]1[CH2:29][CH2:28][CH2:27]1. (8) Given the product [CH:2]([CH:8]1[O:30][CH2:28][C:22]2([CH2:27][CH2:26][CH2:25][O:24][CH2:23]2)[NH:21]1)([CH3:3])[CH3:1], predict the reactants needed to synthesize it. The reactants are: [CH3:1][C:2]1[CH:8]=C([N+]([O-])=O)C=C[C:3]=1N.C(NC1C=CC=CC=1)=O.[NH2:21][C:22]1([C:28]([OH:30])=O)[CH2:27][CH2:26][CH2:25][O:24][CH2:23]1.NC1(C(OC)=O)CCCOC1.NC1(CO)CCCOC1.OCCN.C(=O)C(C)C. (9) Given the product [F:22][C:19]([F:20])([F:21])[CH2:18][CH2:17][CH:16]([C:23]1[CH:24]=[N:25][C:26]([C:29]2[CH:30]=[CH:31][C:32]([C:35]([F:36])([F:37])[F:38])=[CH:33][CH:34]=2)=[CH:27][CH:28]=1)/[CH:15]=[CH:14]\[C:11]1[CH:10]=[CH:9][C:8]([C:7]([NH:6][CH2:5][CH2:4][C:3]([OH:40])=[O:2])=[O:39])=[CH:13][CH:12]=1, predict the reactants needed to synthesize it. The reactants are: C[O:2][C:3](=[O:40])[CH2:4][CH2:5][NH:6][C:7](=[O:39])[C:8]1[CH:13]=[CH:12][C:11](/[CH:14]=[CH:15]\[CH:16]([C:23]2[CH:24]=[N:25][C:26]([C:29]3[CH:34]=[CH:33][C:32]([C:35]([F:38])([F:37])[F:36])=[CH:31][CH:30]=3)=[CH:27][CH:28]=2)[CH2:17][CH2:18][C:19]([F:22])([F:21])[F:20])=[CH:10][CH:9]=1.[OH-].[Na+].Cl. (10) Given the product [Cl:1][C:2]1[CH:8]=[CH:7][CH:6]=[C:5]([CH3:9])[C:3]=1[NH:4][C:15]1[CH:16]=[CH:17][C:12]([CH2:10][CH3:11])=[CH:13][CH:14]=1, predict the reactants needed to synthesize it. The reactants are: [Cl:1][C:2]1[CH:8]=[CH:7][CH:6]=[C:5]([CH3:9])[C:3]=1[NH2:4].[CH2:10]([C:12]1[CH:17]=[CH:16][C:15](Br)=[CH:14][CH:13]=1)[CH3:11].CC(C)([O-])C.[Na+].Cl.